Dataset: Reaction yield outcomes from USPTO patents with 853,638 reactions. Task: Predict the reaction yield, written as a fraction of the theoretical maximum amount of product (1.0 means a 100% yield; for example, 0.34 means a 34% yield). (1) The reactants are [NH2:1][C:2]1[N:7]=[C:6]([NH:8][C@H:9]2[CH2:14][CH2:13][C@@H:12]([O:15][CH2:16][CH2:17][OH:18])[CH2:11][CH2:10]2)[C:5](/[CH:19]=[CH:20]/[C:21](OCC)=[O:22])=[C:4]([CH3:26])[N:3]=1.C1(S)C=CC=CC=1.[Na].CCCCC=CCCCCC.C(N(C(C)C)CC)(C)C. No catalyst specified. The product is [NH2:1][C:2]1[N:3]=[C:4]([CH3:26])[C:5]2[CH:19]=[CH:20][C:21](=[O:22])[N:8]([C@H:9]3[CH2:14][CH2:13][C@@H:12]([O:15][CH2:16][CH2:17][OH:18])[CH2:11][CH2:10]3)[C:6]=2[N:7]=1. The yield is 0.770. (2) The yield is 0.854. The reactants are [F:1][C:2]1[CH:10]=[C:9]([C:11]2[CH:12]=[N:13][C:14]3[N:15]([C:17]([CH2:20][C:21]4[CH:22]=[C:23]5[C:28](=[CH:29][CH:30]=4)[N:27]=[CH:26][CH:25]=[CH:24]5)=[CH:18][N:19]=3)[N:16]=2)[CH:8]=[CH:7][C:3]=1[C:4](O)=[O:5].F[P-](F)(F)(F)(F)F.[N:38]1(O[P+](N2CCCC2)(N2CCCC2)N2CCCC2)[C:42]2C=CC=CC=2N=N1.CN.C1COCC1.C(N(CC)CC)C. The catalyst is CN(C)C=O.O. The product is [F:1][C:2]1[CH:10]=[C:9]([C:11]2[CH:12]=[N:13][C:14]3[N:15]([C:17]([CH2:20][C:21]4[CH:22]=[C:23]5[C:28](=[CH:29][CH:30]=4)[N:27]=[CH:26][CH:25]=[CH:24]5)=[CH:18][N:19]=3)[N:16]=2)[CH:8]=[CH:7][C:3]=1[C:4]([NH:38][CH3:42])=[O:5]. (3) The catalyst is C1COCC1.O. The reactants are C([O:3][C:4](=[O:33])[CH2:5][N:6]1[C:14]2[C:9](=[CH:10][C:11]([F:15])=[CH:12][CH:13]=2)[C:8]([CH2:16][C:17]2[C:18]([S:23]([C:26]3[CH:31]=[CH:30][CH:29]=[CH:28][CH:27]=3)(=[O:25])=[O:24])=[N:19][CH:20]=[CH:21][CH:22]=2)=[C:7]1[CH3:32])C.[OH-].[K+]. The yield is 1.00. The product is [C:26]1([S:23]([C:18]2[C:17]([CH2:16][C:8]3[C:9]4[C:14](=[CH:13][CH:12]=[C:11]([F:15])[CH:10]=4)[N:6]([CH2:5][C:4]([OH:33])=[O:3])[C:7]=3[CH3:32])=[CH:22][CH:21]=[CH:20][N:19]=2)(=[O:25])=[O:24])[CH:31]=[CH:30][CH:29]=[CH:28][CH:27]=1. (4) The reactants are CC1(C)[O:6][CH:5]([CH2:7][O:8][C:9]2[CH:15]=[CH:14][C:12]([NH2:13])=[CH:11][CH:10]=2)[CH2:4][O:3]1.[F:17][C:18]([F:39])([F:38])[C:19]1[CH:20]=[C:21]([C:25]2[CH:34]=[CH:33][C:32]3[C:27](=[C:28]([C:35](O)=[O:36])[CH:29]=[CH:30][CH:31]=3)[N:26]=2)[CH:22]=[CH:23][CH:24]=1.CN(C(ON1N=NC2C=CC=NC1=2)=[N+](C)C)C.F[P-](F)(F)(F)(F)F.CCN(C(C)C)C(C)C. The catalyst is CN1C(=O)CCC1.O. The product is [OH:6][CH:5]([CH2:4][OH:3])[CH2:7][O:8][C:9]1[CH:10]=[CH:11][C:12]([NH:13][C:35]([C:28]2[CH:29]=[CH:30][CH:31]=[C:32]3[C:27]=2[N:26]=[C:25]([C:21]2[CH:22]=[CH:23][CH:24]=[C:19]([C:18]([F:39])([F:17])[F:38])[CH:20]=2)[CH:34]=[CH:33]3)=[O:36])=[CH:14][CH:15]=1. The yield is 0.790. (5) The reactants are [CH2:1]([C:4]1[CH:25]=[CH:24][C:7]([NH:8][C:9]2[C:21]([F:22])=[C:20]([F:23])[CH:19]=[CH:18][C:10]=2[C:11]([NH:13][O:14][CH2:15][CH2:16][OH:17])=[O:12])=[C:6]([F:26])[CH:5]=1)[CH:2]=[CH2:3]. The catalyst is CCO.[Pd]. The product is [F:22][C:21]1[C:9]([NH:8][C:7]2[CH:24]=[CH:25][C:4]([CH2:1][CH2:2][CH3:3])=[CH:5][C:6]=2[F:26])=[C:10]([CH:18]=[CH:19][C:20]=1[F:23])[C:11]([NH:13][O:14][CH2:15][CH2:16][OH:17])=[O:12]. The yield is 0.770. (6) The reactants are C[O:2][C:3]([C:5]1[NH:9][C:8]([C:10]2[S:11][C:12]([C:15]3[NH:16][C:17]([C:20]([O:22]C)=[O:21])=[CH:18][CH:19]=3)=[CH:13][CH:14]=2)=[CH:7][CH:6]=1)=[O:4].CO.[OH-].[Na+]. The catalyst is O. The product is [OH:4][C:3]([C:5]1[NH:9][C:8]([C:10]2[S:11][C:12]([C:15]3[NH:16][C:17]([C:20]([OH:22])=[O:21])=[CH:18][CH:19]=3)=[CH:13][CH:14]=2)=[CH:7][CH:6]=1)=[O:2]. The yield is 0.900. (7) The reactants are Cl[CH2:2][C:3]([CH2:5]Cl)=[CH2:4].[H-].[Na+].[C:9]([O:13][C:14]([NH:16][CH2:17][CH2:18][OH:19])=[O:15])([CH3:12])([CH3:11])[CH3:10]. The catalyst is CN(C)C=O.O1CCCC1. The product is [CH2:4]=[C:3]1[CH2:5][O:19][CH2:18][CH2:17][N:16]([C:14]([O:13][C:9]([CH3:12])([CH3:11])[CH3:10])=[O:15])[CH2:2]1. The yield is 0.460.